Dataset: Forward reaction prediction with 1.9M reactions from USPTO patents (1976-2016). Task: Predict the product of the given reaction. Given the reactants C[O:2][C:3](=[O:23])[CH2:4][N:5]1[CH:9]=[C:8]([C:10]2[CH:15]=[C:14]([C:16]([F:19])([F:18])[F:17])[CH:13]=[C:12](I)[CH:11]=2)[C:7]([C:21]#[N:22])=[CH:6]1.[F:24][C:25]1[CH:30]=[CH:29][C:28](B(O)O)=[CH:27][CH:26]=1.C(=O)([O-])[O-].[Na+].[Na+].[OH-].[Na+], predict the reaction product. The product is: [C:21]([C:7]1[C:8]([C:10]2[CH:11]=[C:12]([C:28]3[CH:29]=[CH:30][C:25]([F:24])=[CH:26][CH:27]=3)[CH:13]=[C:14]([C:16]([F:18])([F:17])[F:19])[CH:15]=2)=[CH:9][N:5]([CH2:4][C:3]([OH:2])=[O:23])[CH:6]=1)#[N:22].